From a dataset of Catalyst prediction with 721,799 reactions and 888 catalyst types from USPTO. Predict which catalyst facilitates the given reaction. (1) Reactant: Cl[C:2]1[CH:3]=[CH:4][C:5]2[N:6]([C:8]([CH2:11][C:12]3[CH:13]=[C:14]4[C:19](=[CH:20][CH:21]=3)[N:18]=[CH:17][C:16]([C:22]3[CH:23]=[N:24][N:25]([CH3:27])[CH:26]=3)=[CH:15]4)=[N:9][N:10]=2)[N:7]=1.C([Sn](CCCC)(CCCC)[C:33]([O:35]CC)=[CH2:34])CCC. Product: [CH3:27][N:25]1[CH:26]=[C:22]([C:16]2[CH:17]=[N:18][C:19]3[C:14]([CH:15]=2)=[CH:13][C:12]([CH2:11][C:8]2[N:6]4[N:7]=[C:2]([C:33](=[O:35])[CH3:34])[CH:3]=[CH:4][C:5]4=[N:10][N:9]=2)=[CH:21][CH:20]=3)[CH:23]=[N:24]1. The catalyst class is: 184. (2) Reactant: [CH2:1]([NH:5][C:6]1[N:11]=[C:10]([NH:12][CH:13]2[CH2:18][CH2:17][CH:16]([OH:19])[CH2:15][CH2:14]2)[C:9]([C:20]2[N:25]=[CH:24][C:23]([CH2:26][CH:27]3[CH2:31][C:30](=O)[NH:29][C:28]3=O)=[CH:22][CH:21]=2)=[CH:8][N:7]=1)[CH2:2][CH2:3][CH3:4].[H-].[H-].[H-].[H-].[Li+].[Al+3]. Product: [CH2:1]([NH:5][C:6]1[N:11]=[C:10]([NH:12][C@H:13]2[CH2:14][CH2:15][C@H:16]([OH:19])[CH2:17][CH2:18]2)[C:9]([C:20]2[CH:21]=[CH:22][C:23]([CH2:26][CH:27]3[CH2:31][CH2:30][NH:29][CH2:28]3)=[CH:24][N:25]=2)=[CH:8][N:7]=1)[CH2:2][CH2:3][CH3:4]. The catalyst class is: 1. (3) Reactant: [C:1]1([C:7]2[N:8]=[N:9][CH:10]=[C:11]([C:23]3[CH:28]=[CH:27][CH:26]=[CH:25][CH:24]=3)[C:12]=2[C:13]([NH:15][CH:16]([CH2:21][OH:22])C(OC)=O)=O)[CH:6]=[CH:5][CH:4]=[CH:3][CH:2]=1.[CH2:29](N(S(F)(F)F)CC)C.[C:38](=[O:41])([O-])[O-:39].[K+].[K+]. Product: [C:1]1([C:7]2[N:8]=[N:9][CH:10]=[C:11]([C:23]3[CH:24]=[CH:25][CH:26]=[CH:27][CH:28]=3)[C:12]=2[C:13]2[O:22][CH2:21][CH:16]([C:38]([O:39][CH3:29])=[O:41])[N:15]=2)[CH:2]=[CH:3][CH:4]=[CH:5][CH:6]=1. The catalyst class is: 2.